Dataset: Full USPTO retrosynthesis dataset with 1.9M reactions from patents (1976-2016). Task: Predict the reactants needed to synthesize the given product. (1) Given the product [C:70]([O:69][C:67]([N:63]1[CH2:64][CH2:65][CH2:66][C@H:62]1[C:45]1[NH:46][C:47]([C:33]2[S:34][C:29]3[CH:28]=[C:27]([C:24]4[CH:25]=[CH:26][C:21]([C:18]5[NH:17][C:16]([C@@H:12]6[CH2:13][CH2:14][CH2:15][N:11]6[C:9](=[O:10])[C@@H:5]([NH:4][C:3]([O:2][CH3:1])=[O:36])[CH:6]([CH3:8])[CH3:7])=[N:20][CH:19]=5)=[CH:22][CH:23]=4)[S:31][C:30]=3[CH:32]=2)=[CH:48][N:44]=1)=[O:68])([CH3:73])([CH3:71])[CH3:72], predict the reactants needed to synthesize it. The reactants are: [CH3:1][O:2][C:3](=[O:36])[NH:4][C@H:5]([C:9]([N:11]1[CH2:15][CH2:14][CH2:13][C@H:12]1[C:16]1[NH:17][C:18]([C:21]2[CH:26]=[CH:25][C:24]([C:27]3[S:31][C:30]4[CH:32]=[C:33](Br)[S:34][C:29]=4[CH:28]=3)=[CH:23][CH:22]=2)=[CH:19][N:20]=1)=[O:10])[CH:6]([CH3:8])[CH3:7].C(OC([N:44]1[C:48]([Sn](CCCC)(CCCC)CCCC)=[CH:47][N:46]=[C:45]1[C@@H:62]1[CH2:66][CH2:65][CH2:64][N:63]1[C:67]([O:69][C:70]([CH3:73])([CH3:72])[CH3:71])=[O:68])=O)(C)(C)C. (2) Given the product [CH3:1][O:2][C:3]1[CH:50]=[CH:49][CH:48]=[CH:47][C:4]=1[CH2:5][O:6][CH2:7][CH2:8][CH2:9][O:10][C:11]1[CH:12]=[CH:13][C:14]([CH:17]2[CH2:22][CH2:21][N:20]([C:23]([O:25][C:26]([CH3:28])([CH3:29])[CH3:27])=[O:24])[CH2:19][CH:18]2[O:30][CH2:31][C:32]2[CH:37]=[CH:36][CH:35]=[C:34]([C:52]3[N:53]([CH2:57][CH2:58][CH2:59][O:60][CH3:61])[CH:54]=[CH:55][N:56]=3)[CH:33]=2)=[CH:15][CH:16]=1, predict the reactants needed to synthesize it. The reactants are: [CH3:1][O:2][C:3]1[CH:50]=[CH:49][CH:48]=[CH:47][C:4]=1[CH2:5][O:6][CH2:7][CH2:8][CH2:9][O:10][C:11]1[CH:16]=[CH:15][C:14]([CH:17]2[CH2:22][CH2:21][N:20]([C:23]([O:25][C:26]([CH3:29])([CH3:28])[CH3:27])=[O:24])[CH2:19][CH:18]2[O:30][CH2:31][C:32]2[CH:37]=[CH:36][CH:35]=[C:34](B3OC(C)(C)C(C)(C)O3)[CH:33]=2)=[CH:13][CH:12]=1.Br[C:52]1[N:53]([CH2:57][CH2:58][CH2:59][O:60][CH3:61])[CH:54]=[CH:55][N:56]=1.C(=O)([O-])[O-].[Na+].[Na+].